This data is from Forward reaction prediction with 1.9M reactions from USPTO patents (1976-2016). The task is: Predict the product of the given reaction. (1) Given the reactants [Cl:1][C:2]1[C:10]2[NH:9][C:8]3[CH2:11][CH2:12][N:13]4[C@@H:17]([C:7]=3[C:6]=2[CH:5]=[C:4]([CH3:18])[CH:3]=1)[CH2:16][CH2:15][CH2:14]4.[H-].[Na+].[O:21]1[CH2:23][CH:22]1[C:24]1[CH:29]=[CH:28][N:27]=[CH:26][CH:25]=1, predict the reaction product. The product is: [Cl:1][C:2]1[C:10]2[N:9]([CH2:23][C@H:22]([C:24]3[CH:29]=[CH:28][N:27]=[CH:26][CH:25]=3)[OH:21])[C:8]3[CH2:11][CH2:12][N:13]4[C@@H:17]([C:7]=3[C:6]=2[CH:5]=[C:4]([CH3:18])[CH:3]=1)[CH2:16][CH2:15][CH2:14]4. (2) Given the reactants [N:1]1[CH:6]=[CH:5][CH:4]=[CH:3][C:2]=1[CH2:7][C:8]([N:10]1[CH2:19][CH2:18][C:17]2[C:12](=[CH:13][CH:14]=[C:15]([C:20]([NH:22][O:23]C3CCCCO3)=[O:21])[CH:16]=2)[CH2:11]1)=[O:9].[ClH:30], predict the reaction product. The product is: [ClH:30].[OH:23][NH:22][C:20]([C:15]1[CH:16]=[C:17]2[C:12](=[CH:13][CH:14]=1)[CH2:11][N:10]([C:8](=[O:9])[CH2:7][C:2]1[CH:3]=[CH:4][CH:5]=[CH:6][N:1]=1)[CH2:19][CH2:18]2)=[O:21]. (3) Given the reactants BrC1C=CC2[O:6][C:7]3[CH:12]=[CH:11][C:10]([C:13]4[CH:22]=[CH:21][C:20]5[C:15](=[CH:16][CH:17]=[CH:18][CH:19]=5)[CH:14]=4)=[CH:9][C:8]=3C=2C=1.C([Li])CCC.[B:30](OC(C)C)([O:35]C(C)C)[O:31]C(C)C.Cl.[CH3:44][CH2:45][CH2:46][CH2:47][CH2:48][CH3:49], predict the reaction product. The product is: [CH:14]1[C:15]2[C:20](=[CH:19][CH:18]=[CH:17][CH:16]=2)[CH:21]=[CH:22][C:13]=1[C:10]1[CH:11]=[CH:12][C:7]2[O:6][C:47]3[CH:48]=[CH:49][C:44]([B:30]([OH:35])[OH:31])=[CH:45][C:46]=3[C:8]=2[CH:9]=1. (4) Given the reactants CS(O[CH2:6][CH2:7][CH2:8][CH2:9][CH2:10][CH2:11][CH2:12][CH2:13]/[CH:14]=[CH:15]\[CH2:16]/[CH:17]=[CH:18]\[CH2:19][CH2:20][CH2:21][CH2:22][CH3:23])(=O)=O.[Br-:24].[Li+], predict the reaction product. The product is: [CH2:6]([Br:24])[CH2:7][CH2:8][CH2:9][CH2:10][CH2:11][CH2:12][CH2:13]/[CH:14]=[CH:15]\[CH2:16]/[CH:17]=[CH:18]\[CH2:19][CH2:20][CH2:21][CH2:22][CH3:23]. (5) Given the reactants [I:1][C:2]1[CH:7]=[CH:6][C:5]([C:8]([C:17]2[CH:22]=[CH:21][C:20]([I:23])=[CH:19][CH:18]=2)([C:10]2[CH:15]=[CH:14][C:13]([I:16])=[CH:12][CH:11]=2)O)=[CH:4][CH:3]=1.[NH2:24][C:25]1[CH:30]=[CH:29][CH:28]=[CH:27][CH:26]=1, predict the reaction product. The product is: [NH2:24][C:25]1[CH:30]=[CH:29][C:28]([C:8]([C:17]2[CH:22]=[CH:21][C:20]([I:23])=[CH:19][CH:18]=2)([C:10]2[CH:15]=[CH:14][C:13]([I:16])=[CH:12][CH:11]=2)[C:5]2[CH:6]=[CH:7][C:2]([I:1])=[CH:3][CH:4]=2)=[CH:27][CH:26]=1. (6) Given the reactants [CH3:1][N:2]1[C:6]2[CH:7]=[CH:8][C:9]([N:11]3[CH:16]=[C:15]([C:17]#[N:18])[C:14](=[O:19])[N:13]([C@H:20]4[C:28]5[C:23](=[C:24]([C:29]([F:32])([F:31])[F:30])[CH:25]=[CH:26][CH:27]=5)[CH2:22][CH2:21]4)[C:12]3=[O:33])=[CH:10][C:5]=2[S:4][C:3]1=[O:34].C([Sn](=O)CCCC)CCC.C[Si]([N:49]=[N+:50]=[N-:51])(C)C.C(O)C, predict the reaction product. The product is: [CH3:1][N:2]1[C:6]2[CH:7]=[CH:8][C:9]([N:11]3[CH:16]=[C:15]([C:17]4[NH:51][N:50]=[N:49][N:18]=4)[C:14](=[O:19])[N:13]([C@H:20]4[C:28]5[C:23](=[C:24]([C:29]([F:31])([F:32])[F:30])[CH:25]=[CH:26][CH:27]=5)[CH2:22][CH2:21]4)[C:12]3=[O:33])=[CH:10][C:5]=2[S:4][C:3]1=[O:34].